Predict the product of the given reaction. From a dataset of Forward reaction prediction with 1.9M reactions from USPTO patents (1976-2016). (1) Given the reactants [O:1]1[CH:5]=[CH:4][N:3]=[C:2]1[CH:6]([NH:8]S(C(C)(C)C)=O)[CH3:7].[ClH:15], predict the reaction product. The product is: [ClH:15].[ClH:15].[O:1]1[CH:5]=[CH:4][N:3]=[C:2]1[CH:6]([NH2:8])[CH3:7]. (2) Given the reactants [OH-].[Li+].C([O:5][C:6](=[O:31])[CH2:7][CH2:8][CH2:9][CH2:10][CH2:11][CH2:12][N:13]([CH2:18][CH:19]=[CH:20][CH2:21][CH:22]([OH:30])[C:23]1([CH2:27][CH2:28][CH3:29])[CH2:26][CH2:25][CH2:24]1)[S:14]([CH3:17])(=[O:16])=[O:15])C.Cl, predict the reaction product. The product is: [OH:30][CH:22]([C:23]1([CH2:27][CH2:28][CH3:29])[CH2:26][CH2:25][CH2:24]1)[CH2:21][CH:20]=[CH:19][CH2:18][N:13]([S:14]([CH3:17])(=[O:16])=[O:15])[CH2:12][CH2:11][CH2:10][CH2:9][CH2:8][CH2:7][C:6]([OH:31])=[O:5]. (3) Given the reactants [CH3:1][C:2]1[CH:7]=[CH:6][C:5]([CH3:8])=[CH:4][C:3]=1[CH2:9][C:10]([OH:12])=[O:11].OS(O)(=O)=O.[CH3:18][CH2:19]O, predict the reaction product. The product is: [CH3:1][C:2]1[CH:7]=[CH:6][C:5]([CH3:8])=[CH:4][C:3]=1[CH2:9][C:10]([O:12][CH2:18][CH3:19])=[O:11]. (4) The product is: [C:4]([Si:1]([CH3:3])([CH3:2])[O:8][C@@H:9]1[CH2:10][C@@H:11]([O:17][Si:24]([CH2:29][CH3:30])([CH2:27][CH3:28])[CH2:25][CH3:26])[CH2:12][C@H:13]2[C@:15]1([CH3:16])[O:14]2)([CH3:7])([CH3:6])[CH3:5]. Given the reactants [Si:1]([O:8][C@H:9]1[C@:15]2([CH3:16])[C@@H:13]([O:14]2)[CH2:12][C@H:11]([OH:17])[CH2:10]1)([C:4]([CH3:7])([CH3:6])[CH3:5])([CH3:3])[CH3:2].N1C=CN=C1.Cl[Si:24]([CH2:29][CH3:30])([CH2:27][CH3:28])[CH2:25][CH3:26].O, predict the reaction product. (5) The product is: [CH3:3][CH:2]([C:4]1[N:8]=[C:7]([N:9]2[CH2:10][CH2:11][CH:12]([C@@H:15]([O:17][C:18]3[CH:23]=[N:22][C:21]([C:24]4[CH:25]=[CH:26][C:27]([S:30]([CH3:33])(=[O:32])=[O:31])=[CH:28][CH:29]=4)=[CH:20][N:19]=3)[CH3:16])[CH2:13][CH2:14]2)[O:6][N:5]=1)[CH3:1]. Given the reactants [CH3:1][CH:2]([C:4]1[N:8]=[C:7]([N:9]2[CH2:14][CH2:13][CH:12]([CH:15]([O:17][C:18]3[CH:23]=[N:22][C:21]([C:24]4[CH:29]=[CH:28][C:27]([S:30]([CH3:33])(=[O:32])=[O:31])=[CH:26][CH:25]=4)=[CH:20][N:19]=3)[CH3:16])[CH2:11][CH2:10]2)[O:6][N:5]=1)[CH3:3].C(=O)=O, predict the reaction product. (6) Given the reactants [CH:1]1([N:4]2[C:13]3[C:8](=[CH:9][CH:10]=[C:11]([C:18]4[CH:19]=[C:20]5[C:24](=[CH:25][CH:26]=4)[C@@H:23]([CH3:27])[NH:22][CH2:21]5)[C:12]=3[O:14][CH:15]([F:17])[F:16])[C:7](=[O:28])[C:6]([C:29]([OH:31])=[O:30])=[CH:5]2)[CH2:3][CH2:2]1, predict the reaction product. The product is: [C:29]([OH:31])(=[O:30])[CH3:6].[CH:1]1([N:4]2[C:13]3[C:8](=[CH:9][CH:10]=[C:11]([C:18]4[CH:19]=[C:20]5[C:24](=[CH:25][CH:26]=4)[C@@H:23]([CH3:27])[NH:22][CH2:21]5)[C:12]=3[O:14][CH:15]([F:17])[F:16])[C:7](=[O:28])[C:6]([C:29]([OH:31])=[O:30])=[CH:5]2)[CH2:3][CH2:2]1. (7) The product is: [CH:21]1([CH2:20][N:19]([CH2:24][CH:25]2[CH2:27][CH2:26]2)[C:14]2[N:10]3[CH:11]=[CH:12][N:13]=[C:8]([C:5]4[CH:6]=[CH:7][C:2]([C:36]#[N:37])=[CH:3][C:4]=4[O:28][CH3:29])[C:9]3=[N:16][C:15]=2[S:17][CH3:18])[CH2:23][CH2:22]1. Given the reactants Br[C:2]1[CH:7]=[CH:6][C:5]([C:8]2[C:9]3[N:10]([C:14]([N:19]([CH2:24][CH:25]4[CH2:27][CH2:26]4)[CH2:20][CH:21]4[CH2:23][CH2:22]4)=[C:15]([S:17][CH3:18])[N:16]=3)[CH:11]=[CH:12][N:13]=2)=[C:4]([O:28][CH3:29])[CH:3]=1.C(OCC)(=O)C.[CH3:36][N:37](C)C=O, predict the reaction product. (8) Given the reactants NC1C=CC([C:8]2[C:13]([S:14]([NH2:17])(=[O:16])=[O:15])=[CH:12][CH:11]=[C:10]([NH2:18])[CH:9]=2)=CC=1.[CH2:19]([O:23][C:24]1[CH:29]=[CH:28][C:27]([N:30]=[C:31]=[O:32])=[CH:26][CH:25]=1)[CH2:20][CH2:21][CH3:22].[K+].[Br-].NC(N)=O, predict the reaction product. The product is: [CH3:22][CH2:21][CH2:20][CH2:19][O:23][C:24]1[CH:29]=[CH:28][C:27]([NH:30][C:31]([NH:18][C:10]2[CH:11]=[CH:12][C:13]([S:14]([NH2:17])(=[O:15])=[O:16])=[CH:8][CH:9]=2)=[O:32])=[CH:26][CH:25]=1. (9) Given the reactants C([O:5][CH:6]=[CH:7][C:8]1[CH:9]=[C:10]([CH2:15][N:16]2[CH2:36][CH2:35][C:19]3([O:24][CH2:23][CH2:22][N:21]([C:25]([C:27]4[N:28]=[C:29]([CH:32]([CH3:34])[CH3:33])[S:30][CH:31]=4)=[O:26])[CH2:20]3)[CH2:18][CH2:17]2)[CH:11]=[CH:12][C:13]=1[F:14])(C)(C)C.FC1C=CC(CN2CCC3(CN(C(C4N=C(C(C)C)SC=4)=O)CCO3)CC2)=CC=1C=COC, predict the reaction product. The product is: [F:14][C:13]1[CH:12]=[CH:11][C:10]([CH2:15][N:16]2[CH2:36][CH2:35][C:19]3([O:24][CH2:23][CH2:22][N:21]([C:25]([C:27]4[N:28]=[C:29]([CH:32]([CH3:33])[CH3:34])[S:30][CH:31]=4)=[O:26])[CH2:20]3)[CH2:18][CH2:17]2)=[CH:9][C:8]=1[CH2:7][CH:6]=[O:5].